Dataset: Forward reaction prediction with 1.9M reactions from USPTO patents (1976-2016). Task: Predict the product of the given reaction. (1) The product is: [C:50]([NH:57][CH2:58][CH2:59][CH2:60][O:61][CH2:62][CH2:63][O:64][CH2:65][CH2:66][O:67][CH2:68][CH2:69][CH2:70][NH:71][C:2](=[O:3])[CH2:4][CH2:5][CH2:6][CH2:7][C@H:8]1[C@@H:16]2[C@@H:11]([NH:12][C:13]([NH:15]2)=[O:14])[CH2:10][S:9]1)([O:52][C:53]([CH3:56])([CH3:55])[CH3:54])=[O:51]. Given the reactants O[C:2]([CH2:4][CH2:5][CH2:6][CH2:7][C@H:8]1[C@@H:16]2[C@@H:11]([NH:12][C:13]([NH:15]2)=[O:14])[CH2:10][S:9]1)=[O:3].CCN(C(C)C)C(C)C.CN(C(ON1N=NC2C=CC=CC1=2)=[N+](C)C)C.F[P-](F)(F)(F)(F)F.[C:50]([NH:57][CH2:58][CH2:59][CH2:60][O:61][CH2:62][CH2:63][O:64][CH2:65][CH2:66][O:67][CH2:68][CH2:69][CH2:70][NH2:71])([O:52][C:53]([CH3:56])([CH3:55])[CH3:54])=[O:51], predict the reaction product. (2) Given the reactants [C:1]([O:5][C:6]([N:8]1[CH2:13][CH2:12][CH2:11][CH:10]([NH2:14])[CH2:9]1)=[O:7])([CH3:4])([CH3:3])[CH3:2].[CH3:15][O:16][C:17]1[CH:31]=[CH:30][CH:29]=[CH:28][C:18]=1[O:19][C:20]1[CH:21]=[C:22]([CH:25]=[CH:26][CH:27]=1)[CH:23]=O.N1C=CC=CC=1.[BH4-].[Na+], predict the reaction product. The product is: [C:1]([O:5][C:6]([N:8]1[CH2:13][CH2:12][CH2:11][CH:10]([NH:14][CH2:23][C:22]2[CH:25]=[CH:26][CH:27]=[C:20]([O:19][C:18]3[CH:28]=[CH:29][CH:30]=[CH:31][C:17]=3[O:16][CH3:15])[CH:21]=2)[CH2:9]1)=[O:7])([CH3:4])([CH3:2])[CH3:3]. (3) Given the reactants [NH2:1][C:2]1[CH:7]=[C:6]([F:8])[C:5]([CH:9]([CH3:13])[C:10]([OH:12])=[O:11])=[C:4]([F:14])[CH:3]=1.O[CH2:16][CH:17]([CH2:19]O)O.[N+]([C:24]1C=CC=CC=1)([O-])=O.S(=O)(=O)(O)O.S(Cl)(Cl)=O, predict the reaction product. The product is: [F:14][C:4]1[C:5]([CH:9]([CH3:13])[C:10]([O:12][CH3:24])=[O:11])=[C:6]([F:8])[CH:7]=[C:2]2[C:3]=1[CH:16]=[CH:17][CH:19]=[N:1]2. (4) Given the reactants [S:1]=[C:2]([NH:13][CH2:14][C:15]([F:18])([F:17])[F:16])[C@H:3]([NH:5]C(=O)OC(C)(C)C)[CH3:4].[C:19]([OH:25])([C:21]([F:24])([F:23])[F:22])=[O:20], predict the reaction product. The product is: [F:22][C:21]([F:24])([F:23])[C:19]([O-:25])=[O:20].[S:1]=[C:2]([NH:13][CH2:14][C:15]([F:16])([F:17])[F:18])[C@H:3]([NH3+:5])[CH3:4]. (5) Given the reactants CS(C)=O.[C:5]([O:9][C:10]([N:12]1[CH2:23][C:22]2([OH:24])[CH:14]([O:15][C:16]3([OH:32])[CH:20]([O:21]2)[CH2:19][N:18]([C:25]([O:27][C:28]([CH3:31])([CH3:30])[CH3:29])=[O:26])[CH2:17]3)[CH2:13]1)=[O:11])([CH3:8])([CH3:7])[CH3:6].C(Cl)(=O)C(Cl)=O.C(OC(N1C[C@H](O)[C@@H](O)C1)=O)(C)(C)C.C(N(CC)CC)C.C(O)(=O)CC(CC(O)=O)(C(O)=O)O, predict the reaction product. The product is: [C:5]([O:9][C:10]([N:12]1[CH2:23][C:22]2([OH:24])[CH:14]([O:15][C:16]3([OH:32])[CH:20]([O:21]2)[CH2:19][N:18]([C:25]([O:27][C:28]([CH3:31])([CH3:30])[CH3:29])=[O:26])[CH2:17]3)[CH2:13]1)=[O:11])([CH3:8])([CH3:7])[CH3:6]. (6) Given the reactants [C:1](=[O:62])([O:51][C:52]1[C:57]([O:58][CH3:59])=[CH:56][CH:55]=[CH:54][C:53]=1[O:60][CH3:61])[O:2][C@H:3]([C:37]1[CH:42]=[C:41]([C:43]([F:46])([F:45])[F:44])[CH:40]=[C:39]([C:47]([F:50])([F:49])[F:48])[CH:38]=1)[C@@H:4]([N:6](C(OC(C)(C)C)=O)[CH2:7][C:8]1[CH:13]=[C:12]([C:14]([F:17])([F:16])[F:15])[CH:11]=[CH:10][C:9]=1[C:18]1[CH:23]=[C:22]([CH:24]([CH3:26])[CH3:25])[C:21]([F:27])=[CH:20][C:19]=1[O:28][CH3:29])[CH3:5].[ClH:63], predict the reaction product. The product is: [Cl-:63].[F:49][C:47]([F:48])([F:50])[C:39]1[CH:38]=[C:37]([C@@H:3]([O:2][C:1]([O:51][C:52]2[C:57]([O:58][CH3:59])=[CH:56][CH:55]=[CH:54][C:53]=2[O:60][CH3:61])=[O:62])[C@@H:4]([NH2+:6][CH2:7][C:8]2[CH:13]=[C:12]([C:14]([F:16])([F:17])[F:15])[CH:11]=[CH:10][C:9]=2[C:18]2[CH:23]=[C:22]([CH:24]([CH3:25])[CH3:26])[C:21]([F:27])=[CH:20][C:19]=2[O:28][CH3:29])[CH3:5])[CH:42]=[C:41]([C:43]([F:44])([F:45])[F:46])[CH:40]=1. (7) Given the reactants O1CCCCC1[N:7]1[CH:11]=[C:10]([NH:12][C:13]([C:15]2[CH:20]=[CH:19][CH:18]=[CH:17][N:16]=2)=[O:14])[C:9]([C:21]([NH:23][CH2:24][CH2:25][C:26]([F:29])([F:28])[F:27])=[O:22])=[N:8]1.O.C1(C)C=CC(S(O)(=O)=O)=CC=1, predict the reaction product. The product is: [F:28][C:26]([F:27])([F:29])[CH2:25][CH2:24][NH:23][C:21]([C:9]1[C:10]([NH:12][C:13]([C:15]2[CH:20]=[CH:19][CH:18]=[CH:17][N:16]=2)=[O:14])=[CH:11][NH:7][N:8]=1)=[O:22].